Dataset: Reaction yield outcomes from USPTO patents with 853,638 reactions. Task: Predict the reaction yield, written as a fraction of the theoretical maximum amount of product (1.0 means a 100% yield; for example, 0.34 means a 34% yield). (1) The reactants are [NH2:1][C:2]1[CH:7]=[CH:6][C:5]([CH:8]2[CH2:13][C:12](=[O:14])[N:11]([CH3:15])[C:10](=[O:16])[CH2:9]2)=[CH:4][C:3]=1Br.[O-]P([O-])([O-])=O.[K+].[K+].[K+].[C:26]1(B(O)O)[CH2:31][CH2:30][CH2:29][CH2:28][CH:27]=1.C1(P(C2CCCCC2)C2C=CC=CC=2C2C=CC=CC=2)CCCCC1. The catalyst is C1(C)C=CC=CC=1.CCOC(C)=O.CC([O-])=O.CC([O-])=O.[Pd+2].O1CCOCC1. The product is [NH2:1][C:2]1[CH:7]=[CH:6][C:5]([CH:8]2[CH2:13][C:12](=[O:14])[N:11]([CH3:15])[C:10](=[O:16])[CH2:9]2)=[CH:4][C:3]=1[C:26]1[CH2:31][CH2:30][CH2:29][CH2:28][CH:27]=1. The yield is 1.00. (2) The reactants are [O:1]1[C:5]2[CH:6]=[CH:7][C:8]([C:10]3([C:13]([NH:15][C:16]4[CH:21]=[CH:20][C:19]([CH2:22][OH:23])=[C:18](Br)[CH:17]=4)=[O:14])[CH2:12][CH2:11]3)=[CH:9][C:4]=2[O:3][CH2:2]1.[CH3:25][N:26]([CH3:38])[C:27]([C:29]1[CH:34]=[CH:33][C:32](B(O)O)=[CH:31][CH:30]=1)=[O:28].C([O-])([O-])=O.[K+].[K+]. The catalyst is CN(C)C=O. The product is [O:1]1[C:5]2[CH:6]=[CH:7][C:8]([C:10]3([C:13]([NH:15][C:16]4[CH:21]=[CH:20][C:19]([CH2:22][OH:23])=[C:18]([C:32]5[CH:33]=[CH:34][C:29]([C:27]([N:26]([CH3:38])[CH3:25])=[O:28])=[CH:30][CH:31]=5)[CH:17]=4)=[O:14])[CH2:12][CH2:11]3)=[CH:9][C:4]=2[O:3][CH2:2]1. The yield is 0.340. (3) The reactants are [NH2:1][C:2]1[C:3]([NH:23][C@H:24]2[CH2:29][CH2:28][C@@H:27]([C:30](=[O:35])[NH:31][CH:32]([CH3:34])[CH3:33])[CH2:26][CH2:25]2)=[CH:4][C:5]([O:8][CH:9]2[CH2:14][CH2:13][N:12]([CH2:15][C:16]([O:18][C:19]([CH3:22])([CH3:21])[CH3:20])=[O:17])[CH2:11][CH2:10]2)=[N:6][CH:7]=1.[F:36][C:37]1[CH:71]=[CH:70][C:40]([C:41](/[N:43]=[C:44]2/N([C@H]3CC[C@@H](C(=O)NC(C)C)CC3)C3C=C(OCCOC)N=CC=3N/2)=[O:42])=[CH:39][CH:38]=1. No catalyst specified. The product is [F:36][C:37]1[CH:38]=[CH:39][C:40]([C:41](/[N:43]=[C:44]2/[N:23]([C@H:24]3[CH2:25][CH2:26][C@@H:27]([C:30](=[O:35])[NH:31][CH:32]([CH3:33])[CH3:34])[CH2:28][CH2:29]3)[C:3]3[CH:4]=[C:5]([O:8][CH:9]4[CH2:14][CH2:13][N:12]([CH2:15][C:16]([O:18][C:19]([CH3:22])([CH3:21])[CH3:20])=[O:17])[CH2:11][CH2:10]4)[N:6]=[CH:7][C:2]=3[NH:1]/2)=[O:42])=[CH:70][CH:71]=1. The yield is 0.790. (4) The reactants are [Cl-].[Al+3].[Cl-].[Cl-].[F:5][C:6]1[CH:7]=[C:8]([OH:12])[CH:9]=[CH:10][CH:11]=1.[C:13](Cl)(=[O:15])[CH3:14]. The catalyst is ClCCCl. The product is [F:5][C:6]1[CH:7]=[C:8]([OH:12])[CH:9]=[CH:10][C:11]=1[C:13](=[O:15])[CH3:14]. The yield is 0.0800. (5) The reactants are Br[C:2]1[CH:3]=[CH:4][CH:5]=[C:6]2[C:11]=1[N:10]=[C:9]([NH:12][C:13]1[CH:18]=[CH:17][C:16]([N:19]3[CH2:24][CH2:23][O:22][CH2:21][CH2:20]3)=[CH:15][CH:14]=1)[N:8]=[CH:7]2.[C:25]1(B(O)O)[CH:30]=[CH:29][CH:28]=[CH:27][CH:26]=1.C([O-])([O-])=O.[Na+].[Na+]. The catalyst is O1CCOCC1.O.CC(=O)OCC.C1C=CC(P(C2C=CC=CC=2)[C-]2C=CC=C2)=CC=1.C1C=CC(P(C2C=CC=CC=2)[C-]2C=CC=C2)=CC=1.Cl[Pd]Cl.[Fe+2]. The product is [O:22]1[CH2:23][CH2:24][N:19]([C:16]2[CH:17]=[CH:18][C:13]([NH:12][C:9]3[N:8]=[CH:7][C:6]4[C:11](=[C:2]([C:25]5[CH:30]=[CH:29][CH:28]=[CH:27][CH:26]=5)[CH:3]=[CH:4][CH:5]=4)[N:10]=3)=[CH:14][CH:15]=2)[CH2:20][CH2:21]1. The yield is 0.394. (6) The reactants are [OH:1][C:2]1[C:3]([N+:12]([O-:14])=[O:13])=[C:4]([CH:9]=[CH:10][CH:11]=1)[C:5]([O:7][CH3:8])=[O:6].CS(O[CH:20]1[CH2:25][CH2:24][O:23][CH2:22][CH2:21]1)(=O)=O.C([O-])([O-])=O.[K+].[K+].C(OCC)(=O)C. The catalyst is CC#N. The product is [N+:12]([C:3]1[C:2]([O:1][CH:20]2[CH2:25][CH2:24][O:23][CH2:22][CH2:21]2)=[CH:11][CH:10]=[CH:9][C:4]=1[C:5]([O:7][CH3:8])=[O:6])([O-:14])=[O:13]. The yield is 1.00.